From a dataset of Catalyst prediction with 721,799 reactions and 888 catalyst types from USPTO. Predict which catalyst facilitates the given reaction. (1) Reactant: [NH2:1][C:2]([C@:4]1([CH2:33][O:34][CH3:35])[CH2:8][CH2:7][C@H:6]([C:9]2[CH:14]=[CH:13][C:12]([O:15][CH2:16][C:17]3[CH:22]=[CH:21][CH:20]=[CH:19][C:18]=3[F:23])=[C:11]([O:24][CH3:25])[CH:10]=2)[N:5]1C(OC(C)(C)C)=O)=[O:3].C([Cl:39])(C)=O. Product: [ClH:39].[F:23][C:18]1[CH:19]=[CH:20][CH:21]=[CH:22][C:17]=1[CH2:16][O:15][C:12]1[CH:13]=[CH:14][C:9]([C@@H:6]2[NH:5][C@:4]([CH2:33][O:34][CH3:35])([C:2]([NH2:1])=[O:3])[CH2:8][CH2:7]2)=[CH:10][C:11]=1[O:24][CH3:25]. The catalyst class is: 370. (2) Reactant: [CH3:1][N:2]([CH3:24])[CH2:3][CH2:4][CH2:5][O:6][C:7]1[CH:8]=[C:9]([C:13]2[C:21]3[C:16](=[CH:17][CH:18]=[C:19]([C:22]#[N:23])[CH:20]=3)[NH:15][N:14]=2)[CH:10]=[CH:11][CH:12]=1.C([Sn]([N:38]=[N+:39]=[N-:40])(CCCC)CCCC)CCC.Cl.FC(F)(F)C(O)=O. Product: [NH:38]1[C:22]([C:19]2[CH:20]=[C:21]3[C:16](=[CH:17][CH:18]=2)[NH:15][N:14]=[C:13]3[C:9]2[CH:8]=[C:7]([CH:12]=[CH:11][CH:10]=2)[O:6][CH2:5][CH2:4][CH2:3][N:2]([CH3:1])[CH3:24])=[N:23][N:40]=[N:39]1. The catalyst class is: 11. (3) Reactant: [NH2:1][C:2]1[N:7]=[CH:6][C:5]([C:8]2[CH:16]=[CH:15][C:11]([C:12](O)=[O:13])=[C:10]([O:17][CH3:18])[CH:9]=2)=[CH:4][C:3]=1[C:19]1[N:20]=[N:21][N:22]([CH:24]([CH3:26])[CH3:25])[CH:23]=1.CN(C(ON1N=NC2C=CC=NC1=2)=[N+](C)C)C.F[P-](F)(F)(F)(F)F.[NH:51]1[CH2:56][CH2:55][O:54][CH2:53][CH2:52]1.CCN(C(C)C)C(C)C. Product: [NH2:1][C:2]1[N:7]=[CH:6][C:5]([C:8]2[CH:16]=[CH:15][C:11]([C:12]([N:51]3[CH2:56][CH2:55][O:54][CH2:53][CH2:52]3)=[O:13])=[C:10]([O:17][CH3:18])[CH:9]=2)=[CH:4][C:3]=1[C:19]1[N:20]=[N:21][N:22]([CH:24]([CH3:25])[CH3:26])[CH:23]=1. The catalyst class is: 3.